Dataset: Catalyst prediction with 721,799 reactions and 888 catalyst types from USPTO. Task: Predict which catalyst facilitates the given reaction. (1) Reactant: [C:1]([O:4][CH2:5][C:6](=[O:27])[C@@H:7]([C:20]([O:22][C:23]([CH3:26])([CH3:25])[CH3:24])=[O:21])[CH2:8][C:9]1[CH:19]=[CH:18][C:12]2[O:13][C:14]([F:17])([F:16])[O:15][C:11]=2[CH:10]=1)(=[O:3])[CH3:2].[Li].CC([O-])(C)C.CC([O-])(C)C.CC([O-])(C)C.[Al+3]. Product: [C:1]([O:4][CH2:5][C@@H:6]([OH:27])[C@@H:7]([C:20]([O:22][C:23]([CH3:26])([CH3:25])[CH3:24])=[O:21])[CH2:8][C:9]1[CH:19]=[CH:18][C:12]2[O:13][C:14]([F:16])([F:17])[O:15][C:11]=2[CH:10]=1)(=[O:3])[CH3:2]. The catalyst class is: 8. (2) Reactant: [CH2:1]([C@H:8]1[CH2:13][N:12]([C:14]2[CH:23]=[CH:22][C:21]([O:24][CH3:25])=[C:20]3[C:15]=2[CH:16]=[CH:17][C:18]([C:26]([F:29])([F:28])[F:27])=[N:19]3)[CH2:11][CH2:10][N:9]1[CH2:30][C:31]([NH:33][O:34]C1CCCCO1)=[O:32])[C:2]1[CH:7]=[CH:6][CH:5]=[CH:4][CH:3]=1.O.Cl. Product: [CH2:1]([C@H:8]1[CH2:13][N:12]([C:14]2[CH:23]=[CH:22][C:21]([O:24][CH3:25])=[C:20]3[C:15]=2[CH:16]=[CH:17][C:18]([C:26]([F:28])([F:29])[F:27])=[N:19]3)[CH2:11][CH2:10][N:9]1[CH2:30][C:31]([NH:33][OH:34])=[O:32])[C:2]1[CH:3]=[CH:4][CH:5]=[CH:6][CH:7]=1. The catalyst class is: 71.